Dataset: Reaction yield outcomes from USPTO patents with 853,638 reactions. Task: Predict the reaction yield, written as a fraction of the theoretical maximum amount of product (1.0 means a 100% yield; for example, 0.34 means a 34% yield). (1) The reactants are P(C1C=CC=CC=1)(C)C.FC(F)(F)S(O[C:16]1[CH:25]=[CH:24][C:23]2[C:18](=[CH:19][CH:20]=[CH:21][CH:22]=2)[C:17]=1[Cl:26])(=O)=O.[C:29](#[N:32])[CH:30]=[CH2:31].C(N(CC)CC)C. The catalyst is CC([O-])=O.CC([O-])=O.[Pd+2].C(#N)C. The product is [Cl:26][C:17]1[C:18]2[C:23](=[CH:22][CH:21]=[CH:20][CH:19]=2)[CH:24]=[CH:25][C:16]=1/[CH:31]=[CH:30]/[C:29]#[N:32]. The yield is 0.350. (2) The reactants are Cl.[C:2]([NH2:5])(=[NH:4])[CH3:3].C[O-].[Na+].[C:9]([C:11]1[CH:16]=[CH:15][CH:14]=[CH:13][C:12]=1[C:17]1[CH:22]=[CH:21][C:20]([CH2:23][CH:24]([C:30](=O)[CH2:31][CH2:32][CH3:33])[C:25](OCC)=[O:26])=[C:19]([F:35])[CH:18]=1)#[N:10].[Cl-].[NH4+]. The catalyst is CO.C(OCC)(=O)C. The product is [F:35][C:19]1[CH:18]=[C:17]([C:12]2[C:11]([C:9]#[N:10])=[CH:16][CH:15]=[CH:14][CH:13]=2)[CH:22]=[CH:21][C:20]=1[CH2:23][C:24]1[C:25](=[O:26])[NH:5][C:2]([CH3:3])=[N:4][C:30]=1[CH2:31][CH2:32][CH3:33]. The yield is 0.780. (3) The reactants are [CH:1]([C:4]1[CH:9]=[CH:8][C:7]([CH:10]2[C:14]3[C:15]([CH3:30])=[C:16]([NH:21][C:22](=[O:29])OCC(Cl)(Cl)Cl)[C:17]([CH3:20])=[C:18]([CH3:19])[C:13]=3[O:12][CH2:11]2)=[CH:6][CH:5]=1)([CH3:3])[CH3:2].[NH2:31][C:32]([CH3:36])([CH3:35])[CH2:33][OH:34]. The catalyst is CCCCCC.C(OCC)(=O)C. The product is [OH:34][CH2:33][C:32]([NH:31][C:22]([NH:21][C:16]1[C:17]([CH3:20])=[C:18]([CH3:19])[C:13]2[O:12][CH2:11][CH:10]([C:7]3[CH:8]=[CH:9][C:4]([CH:1]([CH3:3])[CH3:2])=[CH:5][CH:6]=3)[C:14]=2[C:15]=1[CH3:30])=[O:29])([CH3:36])[CH3:35]. The yield is 0.390. (4) The reactants are F.F.F.C(N(CC)CC)C.C(N(CC)CC)C.[Si]([O:35][CH2:36][C@H:37]1[O:41][C@@H:40]([N:42]2[CH:49]=[C:48]([CH3:50])[C:46](=[O:47])[NH:45][C:43]2=[O:44])[C@H:39]([O:51][CH2:52][CH2:53][O:54][N:55]([CH3:57])[CH3:56])[C@@H:38]1[OH:58])(C(C)(C)C)(C1C=CC=CC=1)C1C=CC=CC=1.CO. The catalyst is C1COCC1.C(Cl)Cl. The product is [CH3:56][N:55]([CH3:57])[O:54][CH2:53][CH2:52][O:51][C@@H:39]1[C@H:38]([OH:58])[C@@H:37]([CH2:36][OH:35])[O:41][C@H:40]1[N:42]1[CH:49]=[C:48]([CH3:50])[C:46](=[O:47])[NH:45][C:43]1=[O:44]. The yield is 0.925. (5) The reactants are [NH2:1][CH:2]([CH2:38][CH3:39])[C:3]([N:5]1[CH2:10][CH2:9][C:8]([C:31]2[CH:36]=[CH:35][CH:34]=[C:33]([F:37])[CH:32]=2)([CH2:11][CH2:12][N:13]2[CH:18]3[CH2:19][CH2:20][CH:14]2[CH2:15][CH:16]([N:21]2[C:25]4[CH:26]=[CH:27][CH:28]=[CH:29][C:24]=4[N:23]=[C:22]2[CH3:30])[CH2:17]3)[CH2:7][CH2:6]1)=[O:4].[CH3:40][C:41]([CH3:46])([CH3:45])[C:42](Cl)=[O:43].CCN(C(C)C)C(C)C. No catalyst specified. The product is [F:37][C:33]1[CH:32]=[C:31]([C:8]2([CH2:11][CH2:12][N:13]3[CH:18]4[CH2:19][CH2:20][CH:14]3[CH2:15][CH:16]([N:21]3[C:25]5[CH:26]=[CH:27][CH:28]=[CH:29][C:24]=5[N:23]=[C:22]3[CH3:30])[CH2:17]4)[CH2:9][CH2:10][N:5]([C:3]([CH:2]([NH:1][C:42](=[O:43])[C:41]([CH3:46])([CH3:45])[CH3:40])[CH2:38][CH3:39])=[O:4])[CH2:6][CH2:7]2)[CH:36]=[CH:35][CH:34]=1. The yield is 0.540. (6) The reactants are [C:1]([O:5][C:6]([N:8]1[C:12]([C:14]2[CH:19]=[CH:18][CH:17]=[C:16]([Br:20])[CH:15]=2)([CH3:13])[CH2:11][O:10][S:9]1=[O:21])=[O:7])([CH3:4])([CH3:3])[CH3:2].[OH2:22]. The catalyst is CC#N. The product is [C:1]([O:5][C:6]([N:8]1[C:12]([C:14]2[CH:19]=[CH:18][CH:17]=[C:16]([Br:20])[CH:15]=2)([CH3:13])[CH2:11][O:10][S:9]1(=[O:22])=[O:21])=[O:7])([CH3:2])([CH3:3])[CH3:4]. The yield is 1.00.